From a dataset of NCI-60 drug combinations with 297,098 pairs across 59 cell lines. Regression. Given two drug SMILES strings and cell line genomic features, predict the synergy score measuring deviation from expected non-interaction effect. Drug 1: CC1=C2C(C(=O)C3(C(CC4C(C3C(C(C2(C)C)(CC1OC(=O)C(C(C5=CC=CC=C5)NC(=O)OC(C)(C)C)O)O)OC(=O)C6=CC=CC=C6)(CO4)OC(=O)C)OC)C)OC. Drug 2: CN1C2=C(C=C(C=C2)N(CCCl)CCCl)N=C1CCCC(=O)O.Cl. Cell line: UO-31. Synergy scores: CSS=46.4, Synergy_ZIP=3.05, Synergy_Bliss=3.47, Synergy_Loewe=-30.1, Synergy_HSA=6.27.